Dataset: Forward reaction prediction with 1.9M reactions from USPTO patents (1976-2016). Task: Predict the product of the given reaction. (1) Given the reactants C([O:5][C:6]1[N:11]=[CH:10][C:9]([O:12][CH:13]2[CH2:16][N:15]([C:17]3[C:18]([F:25])=[C:19]([CH2:23][OH:24])[CH:20]=[CH:21][CH:22]=3)[CH2:14]2)=[CH:8][CH:7]=1)(C)(C)C.C(O)(C(F)(F)F)=O, predict the reaction product. The product is: [F:25][C:18]1[C:19]([CH2:23][OH:24])=[CH:20][CH:21]=[CH:22][C:17]=1[N:15]1[CH2:14][CH:13]([O:12][C:9]2[CH:8]=[CH:7][C:6](=[O:5])[NH:11][CH:10]=2)[CH2:16]1. (2) Given the reactants C(N(CC)CC)C.C([SiH](CC)CC)C.[N:15]1([S:19]([C:22]2[CH:23]=[C:24](Br)[C:25]([O:28][C:29]3[CH:30]=[C:31]([CH:41]=[C:42]([O:44][C@@H:45]([CH3:49])[CH2:46][O:47][CH3:48])[CH:43]=3)[C:32]([NH:34][C:35]3[CH:39]=[CH:38][N:37]([CH3:40])[N:36]=3)=[O:33])=[N:26][CH:27]=2)(=[O:21])=[O:20])[CH2:18][CH2:17][CH2:16]1.CO, predict the reaction product. The product is: [N:15]1([S:19]([C:22]2[CH:23]=[CH:24][C:25]([O:28][C:29]3[CH:30]=[C:31]([CH:41]=[C:42]([O:44][C@@H:45]([CH3:49])[CH2:46][O:47][CH3:48])[CH:43]=3)[C:32]([NH:34][C:35]3[CH:39]=[CH:38][N:37]([CH3:40])[N:36]=3)=[O:33])=[N:26][CH:27]=2)(=[O:21])=[O:20])[CH2:16][CH2:17][CH2:18]1. (3) Given the reactants [CH3:1][C:2]1[NH:7][C:6](=[O:8])[C:5]([CH2:9][NH:10]C(=O)OC(C)(C)C)=[C:4]([NH:18][CH3:19])[CH:3]=1.[ClH:20].CO, predict the reaction product. The product is: [ClH:20].[NH2:10][CH2:9][C:5]1[C:6](=[O:8])[NH:7][C:2]([CH3:1])=[CH:3][C:4]=1[NH:18][CH3:19]. (4) Given the reactants [Br:1][C:2]1[C:3]([F:12])=[CH:4][C:5]2[S:9][C:8]([NH2:10])=[N:7][C:6]=2[CH:11]=1.[CH2:13]([N:15]=[C:16]=[O:17])[CH3:14].O, predict the reaction product. The product is: [Br:1][C:2]1[C:3]([F:12])=[CH:4][C:5]2[S:9][C:8]([NH:10][C:16]([NH:15][CH2:13][CH3:14])=[O:17])=[N:7][C:6]=2[CH:11]=1. (5) Given the reactants [C:1]([Cl:4])(=O)C.[NH2:5][C:6]1([C:11]([OH:13])=[O:12])[CH2:10][CH2:9][CH2:8][CH2:7]1, predict the reaction product. The product is: [ClH:4].[CH3:1][O:12][C:11](=[O:13])[C:6]1([CH2:10][CH2:9][CH2:8][CH2:7]1)[NH2:5]. (6) Given the reactants [BH4-].[Na+].[CH:3]([C:5]1[CH:6]=[CH:7][C:8]([O:13][C:14]2[CH:19]=[CH:18][CH:17]=[C:16]([C:20]([F:23])([F:22])[F:21])[CH:15]=2)=[C:9]([CH:12]=1)[C:10]#[N:11])=[O:4], predict the reaction product. The product is: [OH:4][CH2:3][C:5]1[CH:6]=[CH:7][C:8]([O:13][C:14]2[CH:19]=[CH:18][CH:17]=[C:16]([C:20]([F:21])([F:22])[F:23])[CH:15]=2)=[C:9]([CH:12]=1)[C:10]#[N:11]. (7) The product is: [F:1][C:2]1[CH:7]=[C:6]([F:8])[CH:5]=[CH:4][C:3]=1[C@:9]12[CH2:18][O:17][C@@H:16]([CH:19]([CH:32]([O:35][CH3:36])[O:33][CH3:34])[CH:20]([O:45][CH3:44])[O:21][CH3:22])[CH2:15][C@H:14]1[CH2:13][S:12][C:11]([NH:23][C:24](=[O:31])[C:25]1[CH:26]=[CH:27][CH:28]=[CH:29][CH:30]=1)=[N:10]2. Given the reactants [F:1][C:2]1[CH:7]=[C:6]([F:8])[CH:5]=[CH:4][C:3]=1[C@:9]12[CH2:18][O:17][C@@H:16]([CH:19]=[CH:20][O:21][CH3:22])[CH2:15][C@H:14]1[CH2:13][S:12][C:11]([NH:23][C:24](=[O:31])[C:25]1[CH:30]=[CH:29][CH:28]=[CH:27][CH:26]=1)=[N:10]2.[CH:32](OC)([O:35][CH3:36])[O:33][CH3:34].B(F)(F)F.C[CH2:44][O:45]CC.C(=O)(O)[O-].[Na+], predict the reaction product.